Predict the product of the given reaction. From a dataset of Forward reaction prediction with 1.9M reactions from USPTO patents (1976-2016). (1) Given the reactants Cl.[NH2:2][C@@H:3]1[CH2:7][CH2:6][N:5]([CH2:8][C@@H:9]([C:11]2[CH:20]=[CH:19][C:14]3[C:15](=[O:18])[O:16][CH2:17][C:13]=3[C:12]=2[CH3:21])[OH:10])[CH2:4]1.[CH3:22][C:23]1[C:31]2[CH2:30][O:29][C:28](=[O:32])[C:27]=2[CH:26]=[CH:25][C:24]=1[C@@H:33]1[CH2:35][O:34]1.CC[NH+](CC)CC.CC[NH+](CC)CC.C([O-])([O-])=O, predict the reaction product. The product is: [OH:10][C@H:9]([C:11]1[CH:20]=[CH:19][C:14]2[C:15](=[O:18])[O:16][CH2:17][C:13]=2[C:12]=1[CH3:21])[CH2:8][N:5]1[CH2:6][CH2:7][C@@H:3]([NH:2][CH2:35][C@H:33]([OH:34])[C:24]2[CH:25]=[CH:26][C:27]3[C:28](=[O:32])[O:29][CH2:30][C:31]=3[C:23]=2[CH3:22])[CH2:4]1. (2) The product is: [C:25]([C@@H:22]1[CH2:23][CH2:24][C@H:19]([O:18][C:17]2[CH:28]=[CH:29][C:14]([C:12]([NH:11][CH2:10][CH2:9][NH:8][C:6](=[O:7])[C:5]3[CH:4]=[CH:3][C:2]([Cl:1])=[CH:31][CH:30]=3)=[O:13])=[CH:15][CH:16]=2)[CH2:20][CH2:21]1)(=[O:26])[NH2:37]. Given the reactants [Cl:1][C:2]1[CH:31]=[CH:30][C:5]([C:6]([NH:8][CH2:9][CH2:10][NH:11][C:12]([C:14]2[CH:29]=[CH:28][C:17]([O:18][C@@H:19]3[CH2:24][CH2:23][C@H:22]([C:25](O)=[O:26])[CH2:21][CH2:20]3)=[CH:16][CH:15]=2)=[O:13])=[O:7])=[CH:4][CH:3]=1.[Cl-].[NH4+].Cl.C([N:37]=C=NCCCN(C)C)C.O.ON1C2C=CC=CC=2N=N1, predict the reaction product. (3) Given the reactants [NH2:1][CH2:2][C:3]([O:5][CH2:6][CH2:7][O:8][C:9]1[CH:14]=[CH:13][C:12]([C:15]2[C:20]([C:21]#[N:22])=[C:19]([S:23][CH2:24][C:25]3[N:26]=[C:27]([C:30]4[CH:35]=[CH:34][C:33]([Cl:36])=[CH:32][CH:31]=4)[S:28][CH:29]=3)[N:18]=[C:17]([NH2:37])[C:16]=2[C:38]#[N:39])=[CH:11][CH:10]=1)=[O:4].[ClH:40], predict the reaction product. The product is: [ClH:36].[ClH:40].[NH2:1][CH2:2][C:3]([O:5][CH2:6][CH2:7][O:8][C:9]1[CH:14]=[CH:13][C:12]([C:15]2[C:20]([C:21]#[N:22])=[C:19]([S:23][CH2:24][C:25]3[N:26]=[C:27]([C:30]4[CH:31]=[CH:32][C:33]([Cl:36])=[CH:34][CH:35]=4)[S:28][CH:29]=3)[N:18]=[C:17]([NH2:37])[C:16]=2[C:38]#[N:39])=[CH:11][CH:10]=1)=[O:4]. (4) Given the reactants [Cl:1][C:2]1[CH:3]=[C:4]([CH:19]=[CH:20][C:21]=1[Cl:22])[CH2:5][N:6]1[CH2:11][CH2:10][N:9]([C:12]2[CH:17]=[CH:16][CH:15]=[CH:14][C:13]=2[NH2:18])[CH2:8][CH2:7]1.[S:23]1[CH:27]=[CH:26][CH:25]=[C:24]1[CH2:28][C:29](Cl)=[O:30], predict the reaction product. The product is: [Cl:1][C:2]1[CH:3]=[C:4]([CH:19]=[CH:20][C:21]=1[Cl:22])[CH2:5][N:6]1[CH2:7][CH2:8][N:9]([C:12]2[CH:17]=[CH:16][CH:15]=[CH:14][C:13]=2[NH:18][C:29](=[O:30])[CH2:28][C:24]2[S:23][CH:27]=[CH:26][CH:25]=2)[CH2:10][CH2:11]1.